From a dataset of NCI-60 drug combinations with 297,098 pairs across 59 cell lines. Regression. Given two drug SMILES strings and cell line genomic features, predict the synergy score measuring deviation from expected non-interaction effect. (1) Drug 1: CC12CCC(CC1=CCC3C2CCC4(C3CC=C4C5=CN=CC=C5)C)O. Drug 2: CNC(=O)C1=NC=CC(=C1)OC2=CC=C(C=C2)NC(=O)NC3=CC(=C(C=C3)Cl)C(F)(F)F. Cell line: UACC-257. Synergy scores: CSS=35.1, Synergy_ZIP=0.149, Synergy_Bliss=0.889, Synergy_Loewe=-5.14, Synergy_HSA=0.0246. (2) Drug 1: C1CCN(CC1)CCOC2=CC=C(C=C2)C(=O)C3=C(SC4=C3C=CC(=C4)O)C5=CC=C(C=C5)O. Drug 2: CS(=O)(=O)C1=CC(=C(C=C1)C(=O)NC2=CC(=C(C=C2)Cl)C3=CC=CC=N3)Cl. Cell line: MCF7. Synergy scores: CSS=12.1, Synergy_ZIP=-4.55, Synergy_Bliss=0.315, Synergy_Loewe=0.939, Synergy_HSA=1.75. (3) Drug 1: C1CCC(C1)C(CC#N)N2C=C(C=N2)C3=C4C=CNC4=NC=N3. Drug 2: CC1=C(C(CCC1)(C)C)C=CC(=CC=CC(=CC(=O)O)C)C. Cell line: HL-60(TB). Synergy scores: CSS=58.9, Synergy_ZIP=42.6, Synergy_Bliss=42.5, Synergy_Loewe=27.4, Synergy_HSA=34.5. (4) Drug 1: C1=CC(=CC=C1CC(C(=O)O)N)N(CCCl)CCCl.Cl. Drug 2: C1=NC2=C(N1)C(=S)N=C(N2)N. Cell line: SK-MEL-28. Synergy scores: CSS=3.08, Synergy_ZIP=-5.55, Synergy_Bliss=-3.44, Synergy_Loewe=-6.44, Synergy_HSA=-3.98. (5) Drug 1: CC1C(C(CC(O1)OC2CC(CC3=C2C(=C4C(=C3O)C(=O)C5=C(C4=O)C(=CC=C5)OC)O)(C(=O)C)O)N)O.Cl. Drug 2: C1=NC(=NC(=O)N1C2C(C(C(O2)CO)O)O)N. Cell line: NCIH23. Synergy scores: CSS=27.4, Synergy_ZIP=-6.78, Synergy_Bliss=-0.866, Synergy_Loewe=-11.7, Synergy_HSA=-0.386.